This data is from Catalyst prediction with 721,799 reactions and 888 catalyst types from USPTO. The task is: Predict which catalyst facilitates the given reaction. (1) Reactant: [Cl:1][C:2]1[CH:3]=[C:4]([C:8]#[C:9][C:10]2[NH:11][O:12][CH:13]3[NH:17][CH2:16][CH2:15][C:14]=23)[CH:5]=[CH:6][CH:7]=1.C(N(CC)CC)C.Cl[C:26]([O:28][CH2:29][CH:30]1[CH2:32][CH2:31]1)=[O:27].O. Product: [CH:30]1([CH2:29][O:28][C:26]([N:17]2[CH:13]3[CH:14]([C:10]([C:9]#[C:8][C:4]4[CH:5]=[CH:6][CH:7]=[C:2]([Cl:1])[CH:3]=4)=[N:11][O:12]3)[CH2:15][CH2:16]2)=[O:27])[CH2:32][CH2:31]1. The catalyst class is: 2. (2) Reactant: Cl.[F:2][C:3]1[CH:11]=[CH:10][C:6]([C:7]([OH:9])=O)=[C:5]([C:12]2[CH:17]=[CH:16][N:15]=[CH:14][CH:13]=2)[CH:4]=1.[N:18]1[CH:23]=[CH:22][CH:21]=[CH:20][C:19]=1[CH2:24][C:25]1([OH:31])[CH2:30][CH2:29][NH:28][CH2:27][CH2:26]1.CN(C(ON1N=NC2C=CC=NC1=2)=[N+](C)C)C.F[P-](F)(F)(F)(F)F.C(N(CC)CC)C. Product: [F:2][C:3]1[CH:11]=[CH:10][C:6]([C:7]([N:28]2[CH2:29][CH2:30][C:25]([OH:31])([CH2:24][C:19]3[CH:20]=[CH:21][CH:22]=[CH:23][N:18]=3)[CH2:26][CH2:27]2)=[O:9])=[C:5]([C:12]2[CH:17]=[CH:16][N:15]=[CH:14][CH:13]=2)[CH:4]=1. The catalyst class is: 18. (3) Reactant: Br[CH:2]([CH2:5][C:6]1[CH:11]=[CH:10][CH:9]=[CH:8][CH:7]=1)[CH:3]=O.[NH2:12][C:13]([NH2:15])=[O:14]. Product: [CH2:5]([C:2]1[O:14][C:13]([NH2:15])=[N:12][CH:3]=1)[C:6]1[CH:11]=[CH:10][CH:9]=[CH:8][CH:7]=1. The catalyst class is: 8. (4) Reactant: [CH:1]1([N:4]([C:44](=[O:49])[C:45]([F:48])([F:47])[F:46])[CH:5]2[C:14]3[CH2:13][S:12][N:11]=[C:10]([N:15]([C:23]([O:25][C:26]([CH3:29])([CH3:28])[CH3:27])=[O:24])[C:16]([O:18][C:19]([CH3:22])([CH3:21])[CH3:20])=[O:17])[C:9]4=[N:30][N:31]([CH2:33][C:34]5[C:39]([CH3:40])=[C:38]([O:41][CH3:42])[C:37]([CH3:43])=[CH:36][N:35]=5)[N:32]=[C:7]([C:8]=34)[CH2:6]2)[CH2:3][CH2:2]1.C(O)C.CCCCCC. Product: [CH:1]1([N:4]([C:44](=[O:49])[C:45]([F:46])([F:48])[F:47])[C@@H:5]2[C:14]3[CH2:13][S:12][N:11]=[C:10]([N:15]([C:16]([O:18][C:19]([CH3:20])([CH3:21])[CH3:22])=[O:17])[C:23]([O:25][C:26]([CH3:29])([CH3:28])[CH3:27])=[O:24])[C:9]4=[N:30][N:31]([CH2:33][C:34]5[C:39]([CH3:40])=[C:38]([O:41][CH3:42])[C:37]([CH3:43])=[CH:36][N:35]=5)[N:32]=[C:7]([C:8]=34)[CH2:6]2)[CH2:3][CH2:2]1.[CH:1]1([N:4]([C:44](=[O:49])[C:45]([F:46])([F:48])[F:47])[C@H:5]2[C:14]3[CH2:13][S:12][N:11]=[C:10]([N:15]([C:16]([O:18][C:19]([CH3:20])([CH3:21])[CH3:22])=[O:17])[C:23]([O:25][C:26]([CH3:29])([CH3:28])[CH3:27])=[O:24])[C:9]4=[N:30][N:31]([CH2:33][C:34]5[C:39]([CH3:40])=[C:38]([O:41][CH3:42])[C:37]([CH3:43])=[CH:36][N:35]=5)[N:32]=[C:7]([C:8]=34)[CH2:6]2)[CH2:3][CH2:2]1. The catalyst class is: 8. (5) Reactant: [CH3:1][C:2]1[CH:7]=[CH:6][C:5]([C:8]2[O:12][N:11]=[CH:10][C:9]=2[C:13](Cl)=[O:14])=[CH:4][CH:3]=1.[NH:16]1[CH2:21][CH2:20][CH:19]([C:22]2[C:30]3[C:25](=[CH:26][CH:27]=[CH:28][CH:29]=3)[NH:24][CH:23]=2)[CH2:18][CH2:17]1. Product: [CH3:1][C:2]1[CH:7]=[CH:6][C:5]([C:8]2[O:12][N:11]=[CH:10][C:9]=2[C:13]([N:16]2[CH2:21][CH2:20][CH:19]([C:22]3[C:30]4[C:25](=[CH:26][CH:27]=[CH:28][CH:29]=4)[NH:24][CH:23]=3)[CH2:18][CH2:17]2)=[O:14])=[CH:4][CH:3]=1. The catalyst class is: 4.